Dataset: Full USPTO retrosynthesis dataset with 1.9M reactions from patents (1976-2016). Task: Predict the reactants needed to synthesize the given product. (1) Given the product [N:31]1[C:30]2[NH:34][CH:35]=[CH:36][C:29]=2[C:28]([N:25]2[CH2:24][CH2:23][C:22]([C:37]3[NH:10][C:7]4[CH:8]=[CH:9][C:4]([O:3][C:2]([F:12])([F:13])[F:1])=[CH:5][C:6]=4[N:11]=3)([NH2:21])[CH2:27][CH2:26]2)=[N:33][CH:32]=1, predict the reactants needed to synthesize it. The reactants are: [F:1][C:2]([F:13])([F:12])[O:3][C:4]1[CH:5]=[C:6]([NH2:11])[C:7]([NH2:10])=[CH:8][CH:9]=1.C(OC([NH:21][C:22]1([C:37](O)=O)[CH2:27][CH2:26][N:25]([C:28]2[C:29]3[CH:36]=[CH:35][NH:34][C:30]=3[N:31]=[CH:32][N:33]=2)[CH2:24][CH2:23]1)=O)(C)(C)C.F[P-](F)(F)(F)(F)F.N1(OC(N(C)C)=[N+](C)C)C2N=CC=CC=2N=N1.C(N(C(C)C)C(C)C)C.Cl. (2) Given the product [Br:1][C:2]1[C:3](=[O:16])[N:4]([C:10]2[CH:15]=[CH:14][CH:13]=[CH:12][CH:11]=2)[N:5]([CH3:9])[C:6]=1[CH2:7][N:30]1[CH2:29][CH2:28][C:27]2([N:23]([C:17]3[CH:22]=[CH:21][CH:20]=[CH:19][CH:18]=3)[CH2:24][NH:25][C:26]2=[O:33])[CH2:32][CH2:31]1, predict the reactants needed to synthesize it. The reactants are: [Br:1][C:2]1[C:3](=[O:16])[N:4]([C:10]2[CH:15]=[CH:14][CH:13]=[CH:12][CH:11]=2)[N:5]([CH3:9])[C:6]=1[CH2:7]Br.[C:17]1([N:23]2[C:27]3([CH2:32][CH2:31][NH:30][CH2:29][CH2:28]3)[C:26](=[O:33])[NH:25][CH2:24]2)[CH:22]=[CH:21][CH:20]=[CH:19][CH:18]=1.N1C(C)=CC(C)=CC=1C. (3) The reactants are: [CH:1]1([CH2:4][O:5][C:6]2[N:11]=[C:10]([C:12]([OH:14])=O)[CH:9]=[CH:8][C:7]=2[N:15]2[CH2:18][C:17]([F:20])([F:19])[CH2:16]2)[CH2:3][CH2:2]1.[CH3:21][C:22]1[O:26][N:25]=[C:24]([CH:27]([CH2:29][CH:30]([CH3:32])[CH3:31])[NH2:28])[N:23]=1. Given the product [CH3:31][CH:30]([CH3:32])[CH2:29][CH:27]([NH:28][C:12]([C:10]1[CH:9]=[CH:8][C:7]([N:15]2[CH2:18][C:17]([F:20])([F:19])[CH2:16]2)=[C:6]([O:5][CH2:4][CH:1]2[CH2:2][CH2:3]2)[N:11]=1)=[O:14])[C:24]1[N:23]=[C:22]([CH3:21])[O:26][N:25]=1, predict the reactants needed to synthesize it. (4) The reactants are: [C:1]1([CH2:7][CH2:8][N:9]2[C:17]3[C:12](=[CH:13][CH:14]=[CH:15][CH:16]=3)[CH:11]=[C:10]2[C:18]([O:20]C)=[O:19])[CH:6]=[CH:5][CH:4]=[CH:3][CH:2]=1.[OH-].[Na+].Cl. Given the product [C:1]1([CH2:7][CH2:8][N:9]2[C:17]3[C:12](=[CH:13][CH:14]=[CH:15][CH:16]=3)[CH:11]=[C:10]2[C:18]([OH:20])=[O:19])[CH:6]=[CH:5][CH:4]=[CH:3][CH:2]=1, predict the reactants needed to synthesize it. (5) Given the product [CH3:31][N:32]([O:33][CH3:34])[C:20](=[O:21])[CH2:19][CH:18]([C:23]1[CH:28]=[CH:27][CH:26]=[CH:25][CH:24]=1)[CH:17]([CH3:29])[CH3:16], predict the reactants needed to synthesize it. The reactants are: CN(C)C=O.C(P(=O)(OCC)OCC)#N.[CH3:16][CH:17]([CH3:29])[CH:18]([C:23]1[CH:28]=[CH:27][CH:26]=[CH:25][CH:24]=1)[CH2:19][C:20](O)=[O:21].Cl.[CH3:31][NH:32][O:33][CH3:34].